This data is from Full USPTO retrosynthesis dataset with 1.9M reactions from patents (1976-2016). The task is: Predict the reactants needed to synthesize the given product. (1) Given the product [Br:18][CH2:19][CH2:20][N:7]1[C:6]([CH3:17])=[C:5]([CH2:3][CH3:4])[C:10](=[O:11])[N:9]2[N:12]=[CH:13][C:14]([C:15]#[N:16])=[C:8]12, predict the reactants needed to synthesize it. The reactants are: [OH-].[Na+].[CH2:3]([C:5]1[C:10](=[O:11])[N:9]2[N:12]=[CH:13][C:14]([C:15]#[N:16])=[C:8]2[NH:7][C:6]=1[CH3:17])[CH3:4].[Br:18][CH2:19][CH2:20]Br. (2) Given the product [N+:37]([C:34]1[CH:35]=[CH:36][C:31]([C:20](=[N:41][NH:40][C:42]2[N:47]=[CH:46][CH:45]=[CH:44][N:43]=2)[C:21]2[C:26]([CH2:27][CH:18]([OH:19])[CH3:17])=[CH:25][C:24]3[O:28][CH2:29][O:30][C:23]=3[CH:22]=2)=[CH:32][CH:33]=1)([O-:39])=[O:38], predict the reactants needed to synthesize it. The reactants are: C(OCC)(=O)C.Cl(O)(=O)(=O)=O.Cl([O-])(=O)(=O)=O.[CH3:17][CH:18]1[CH2:27][C:26]2[CH:25]=[C:24]3[O:28][CH2:29][O:30][C:23]3=[CH:22][C:21]=2[CH:20]([C:31]2[CH:36]=[CH:35][C:34]([N+:37]([O-:39])=[O:38])=[CH:33][CH:32]=2)[OH+:19]1.[NH:40]([C:42]1[N:47]=[CH:46][CH:45]=[CH:44][N:43]=1)[NH2:41]. (3) Given the product [Cl:1][C:2]1[CH:30]=[CH:29][C:5]2[N:6]([CH3:28])[C:7](=[O:27])[CH2:8][NH:9][C@@:10]([C@H:11]([O:14][C:15]3[N:20]=[CH:19][CH:18]=[CH:17][N:16]=3)[C:12]([OH:13])=[O:31])([C:21]3[CH:26]=[CH:25][CH:24]=[CH:23][CH:22]=3)[C:4]=2[CH:3]=1, predict the reactants needed to synthesize it. The reactants are: [Cl:1][C:2]1[CH:30]=[CH:29][C:5]2[N:6]([CH3:28])[C:7](=[O:27])[CH2:8][N:9]3[C:12](=[O:13])[C@@H:11]([O:14][C:15]4[N:20]=[CH:19][CH:18]=[CH:17][N:16]=4)[C@:10]3([C:21]3[CH:26]=[CH:25][CH:24]=[CH:23][CH:22]=3)[C:4]=2[CH:3]=1.[OH:31][Li].O. (4) Given the product [ClH:12].[NH2:2][CH2:1][C:3]1([C:9]([NH2:11])=[O:10])[CH2:8][CH2:7][CH2:6][CH2:5][CH2:4]1, predict the reactants needed to synthesize it. The reactants are: [C:1]([C:3]1([C:9]([NH2:11])=[O:10])[CH2:8][CH2:7][CH2:6][CH2:5][CH2:4]1)#[N:2].[ClH:12]. (5) Given the product [F:16][C:17]1[CH:18]=[CH:19][C:20]([CH2:21][N:22]2[CH2:27][CH2:26][C:25]3[C:9]([C:11]([O:13][CH2:14][CH3:15])=[O:12])=[N:8][CH:7]=[C:6]([OH:10])[C:24]=3[C:23]2=[O:28])=[CH:29][CH:30]=1, predict the reactants needed to synthesize it. The reactants are: C(O[C:6]1[O:10][C:9]([C:11]([O:13][CH2:14][CH3:15])=[O:12])=[N:8][CH:7]=1)CCC.[F:16][C:17]1[CH:30]=[CH:29][C:20]([CH2:21][N:22]2[CH2:27][CH2:26][CH:25]=[CH:24][C:23]2=[O:28])=[CH:19][CH:18]=1.FC(F)(F)C(O)=O. (6) Given the product [Br:1][CH2:2][C:3]1[C:4]([C:6]2[CH:11]=[CH:10][CH:9]=[CH:8][C:7]=2[Cl:12])=[N:30][C:24]2[C:25](=[CH:26][CH:27]=[CH:28][C:23]=2[N+:20]([O-:22])=[O:21])[N:29]=1, predict the reactants needed to synthesize it. The reactants are: [Br:1][CH2:2][C:3](=O)[C:4]([C:6]1[CH:11]=[CH:10][CH:9]=[CH:8][C:7]=1[Cl:12])=O.C(OCC)(=O)C.[N+:20]([C:23]1[C:24]([NH2:30])=[C:25]([NH2:29])[CH:26]=[CH:27][CH:28]=1)([O-:22])=[O:21]. (7) Given the product [F:33][C:34]1[CH:35]=[N:36][C:37]([N:22]2[CH2:21][C@@H:20]3[C@@:15]([C:9]4[CH:10]=[CH:11][CH:12]=[CH:13][CH:14]=4)([N:16]=[C:17]([NH:24][C:25](=[O:32])[C:26]4[CH:27]=[CH:28][CH:29]=[CH:30][CH:31]=4)[S:18][CH2:19]3)[CH2:23]2)=[N:38][CH:39]=1, predict the reactants needed to synthesize it. The reactants are: CN(C)C(N(C)C)=N.[C:9]1([C@:15]23[CH2:23][NH:22][CH2:21][C@H:20]2[CH2:19][S:18][C:17]([NH:24][C:25](=[O:32])[C:26]2[CH:31]=[CH:30][CH:29]=[CH:28][CH:27]=2)=[N:16]3)[CH:14]=[CH:13][CH:12]=[CH:11][CH:10]=1.[F:33][C:34]1[CH:35]=[N:36][C:37](Cl)=[N:38][CH:39]=1.O.